From a dataset of Full USPTO retrosynthesis dataset with 1.9M reactions from patents (1976-2016). Predict the reactants needed to synthesize the given product. (1) Given the product [F:28][C:15]1[CH:16]=[C:17]([C:20]2[C:21]([C:26]#[N:27])=[CH:22][CH:23]=[CH:24][CH:25]=2)[CH:18]=[CH:19][C:14]=1[CH2:13][N:5]1[C:4](=[O:11])[CH:3]=[C:2]([CH3:1])[N:7]=[C:6]1[CH2:8][CH2:9][CH3:10], predict the reactants needed to synthesize it. The reactants are: [CH3:1][C:2]1[N:7]=[C:6]([CH2:8][CH2:9][CH3:10])[NH:5][C:4](=[O:11])[CH:3]=1.Br[CH2:13][C:14]1[CH:19]=[CH:18][C:17]([C:20]2[C:21]([C:26]#[N:27])=[CH:22][CH:23]=[CH:24][CH:25]=2)=[CH:16][C:15]=1[F:28].C(=O)([O-])[O-].[K+].[K+]. (2) The reactants are: Cl.[CH3:2][CH:3]1[C:8]2=[N:9][C:10]([C:19]3[CH:24]=[CH:23][CH:22]=[CH:21][CH:20]=3)=[C:11]([C:13]3[CH:18]=[CH:17][CH:16]=[CH:15][CH:14]=3)[N:12]=[C:7]2[CH2:6][CH2:5][NH:4]1.CC1C2=NC(C3C=CC=CC=3)=C(C3C=CC=CC=3)N=C2CCN1.O=[CH:49][CH2:50][CH2:51][CH2:52][CH2:53][CH2:54][C:55]([O:57][CH2:58][CH3:59])=[O:56].C(N(CC)CC)C.C(O[BH-](OC(=O)C)OC(=O)C)(=O)C.[Na+]. Given the product [CH3:2][CH:3]1[C:8]2=[N:9][C:10]([C:19]3[CH:24]=[CH:23][CH:22]=[CH:21][CH:20]=3)=[C:11]([C:13]3[CH:18]=[CH:17][CH:16]=[CH:15][CH:14]=3)[N:12]=[C:7]2[CH2:6][CH2:5][N:4]1[CH2:49][CH2:50][CH2:51][CH2:52][CH2:53][CH2:54][C:55]([O:57][CH2:58][CH3:59])=[O:56], predict the reactants needed to synthesize it. (3) Given the product [CH2:16]([O:18][C:19](=[O:27])[CH:20]([C:21]1[CH:26]=[CH:25][N:24]=[CH:23][CH:22]=1)[CH2:36][C:32]1[C:33]([Cl:35])=[N:34][C:29]([Cl:28])=[N:30][CH:31]=1)[CH3:17], predict the reactants needed to synthesize it. The reactants are: C(NC1CCCCC1)(C)C.C([Li])CCC.[CH2:16]([O:18][C:19](=[O:27])[CH2:20][C:21]1[CH:26]=[CH:25][N:24]=[CH:23][CH:22]=1)[CH3:17].[Cl:28][C:29]1[N:34]=[C:33]([Cl:35])[C:32]([CH2:36]I)=[CH:31][N:30]=1. (4) Given the product [F:13][CH:11]([F:12])[C:8]1[CH:9]=[CH:10][C:5]([C:3]([OH:4])=[O:2])=[N:6][CH:7]=1, predict the reactants needed to synthesize it. The reactants are: C[O:2][C:3]([C:5]1[CH:10]=[CH:9][C:8]([CH:11]([F:13])[F:12])=[CH:7][N:6]=1)=[O:4].[OH-].[Na+].